From a dataset of Cav3 T-type calcium channel HTS with 100,875 compounds. Binary Classification. Given a drug SMILES string, predict its activity (active/inactive) in a high-throughput screening assay against a specified biological target. (1) The molecule is O1c2c(OC1)ccc(c2)C(=O)Nc1ccc(cc1)C(=O)N. The result is 0 (inactive). (2) The molecule is Clc1c(CNC(=O)NC(C(C)C)C(OC)=O)cccc1. The result is 0 (inactive). (3) The molecule is FC(F)(F)c1[nH]c2c(n1)c(ccc2)C(O)=O. The result is 0 (inactive). (4) The drug is Clc1c(OCC(=O)NC(=S)N2CCCc3c2cccc3)ccc(Cl)c1. The result is 0 (inactive).